From a dataset of Forward reaction prediction with 1.9M reactions from USPTO patents (1976-2016). Predict the product of the given reaction. (1) Given the reactants [C:1]1([C:7]2([CH2:13][O:14][CH:15]([C:17]3[CH:18]=[C:19]([C:28]([F:31])([F:30])[F:29])[CH:20]=[C:21]4[C:25]=3[NH:24][N:23]=[C:22]4[C:26]#[N:27])[CH3:16])[CH2:12][CH2:11][NH:10][CH2:9][CH2:8]2)[CH:6]=[CH:5][CH:4]=[CH:3][CH:2]=1.C=O.[C:34]([BH3-])#N.[Na+], predict the reaction product. The product is: [CH3:34][N:10]1[CH2:11][CH2:12][C:7]([CH2:13][O:14][CH:15]([C:17]2[CH:18]=[C:19]([C:28]([F:29])([F:30])[F:31])[CH:20]=[C:21]3[C:25]=2[NH:24][N:23]=[C:22]3[C:26]#[N:27])[CH3:16])([C:1]2[CH:2]=[CH:3][CH:4]=[CH:5][CH:6]=2)[CH2:8][CH2:9]1. (2) Given the reactants C[O:2][C:3]1[N:8]=[C:7]([CH:9]([NH2:11])[CH3:10])[CH:6]=[CH:5][CH:4]=1.[BrH:12], predict the reaction product. The product is: [BrH:12].[NH2:11][CH:9]([C:7]1[NH:8][C:3](=[O:2])[CH:4]=[CH:5][CH:6]=1)[CH3:10]. (3) Given the reactants C([O:5][C:6]([CH:8]1[CH2:11][N:10]([CH2:12][C:13]2[CH:18]=[CH:17][C:16]([C:19]3[N:23]=[C:22]([C:24]4[O:28][N:27]=[C:26]([C:29]5[CH:34]=[CH:33][CH:32]=[CH:31][N:30]=5)[C:25]=4[C:35]([O:37][CH3:38])=[O:36])[O:21][N:20]=3)=[CH:15][CH:14]=2)[CH2:9]1)=[O:7])(C)(C)C, predict the reaction product. The product is: [CH3:38][O:37][C:35]([C:25]1[C:26]([C:29]2[CH:34]=[CH:33][CH:32]=[CH:31][N:30]=2)=[N:27][O:28][C:24]=1[C:22]1[O:21][N:20]=[C:19]([C:16]2[CH:17]=[CH:18][C:13]([CH2:12][N:10]3[CH2:11][CH:8]([C:6]([OH:7])=[O:5])[CH2:9]3)=[CH:14][CH:15]=2)[N:23]=1)=[O:36]. (4) Given the reactants COC1C=CC(C[NH:10][C:11]([C:13]2[C:14]([NH:24][CH2:25][CH2:26][NH:27]C(=O)OC(C)(C)C)=[C:15]3[C:21]([CH3:22])=[N:20][N:19]([CH3:23])[C:16]3=[N:17][CH:18]=2)=[O:12])=CC=1.[F:35][C:36]([F:42])([F:41])[S:37]([OH:40])(=[O:39])=[O:38], predict the reaction product. The product is: [F:35][C:36]([F:42])([F:41])[S:37]([OH:40])(=[O:39])=[O:38].[NH2:27][CH2:26][CH2:25][NH:24][C:14]1[C:13]([C:11]([NH2:10])=[O:12])=[CH:18][N:17]=[C:16]2[N:19]([CH3:23])[N:20]=[C:21]([CH3:22])[C:15]=12.